From a dataset of CYP3A4 inhibition data for predicting drug metabolism from PubChem BioAssay. Regression/Classification. Given a drug SMILES string, predict its absorption, distribution, metabolism, or excretion properties. Task type varies by dataset: regression for continuous measurements (e.g., permeability, clearance, half-life) or binary classification for categorical outcomes (e.g., BBB penetration, CYP inhibition). Dataset: cyp3a4_veith. (1) The molecule is O=C(Nc1cccc(Br)c1)/C(=C\c1cccnc1)NC(=O)c1ccco1. The result is 1 (inhibitor). (2) The molecule is O=C(O)/C=C\C=C/c1ccc2c(c1)OCO2. The result is 0 (non-inhibitor).